From a dataset of Catalyst prediction with 721,799 reactions and 888 catalyst types from USPTO. Predict which catalyst facilitates the given reaction. (1) Reactant: F[C:2]1[C:7]([N+:8]([O-:10])=[O:9])=[CH:6][CH:5]=[C:4]([F:11])[C:3]=1[C:12]1[CH:17]=[CH:16][CH:15]=[CH:14][N:13]=1.[CH2:18]([NH2:20])[CH3:19].CCN(C(C)C)C(C)C. Product: [CH2:18]([NH:20][C:2]1[C:7]([N+:8]([O-:10])=[O:9])=[CH:6][CH:5]=[C:4]([F:11])[C:3]=1[C:12]1[CH:17]=[CH:16][CH:15]=[CH:14][N:13]=1)[CH3:19]. The catalyst class is: 10. (2) Reactant: [CH2:1]([O:3][C:4]1[CH:8]=[C:7]([NH2:9])[NH:6][N:5]=1)[CH3:2].Cl[C:11]1[CH:16]=[CH:15][N:14]=[C:13]([NH:17][CH2:18][C:19]2[O:23][N:22]=[C:21]([CH3:24])[CH:20]=2)[N:12]=1. Product: [CH2:1]([O:3][C:4]1[NH:5][N:6]=[C:7]([NH:9][C:11]2[CH:16]=[CH:15][N:14]=[C:13]([NH:17][CH2:18][C:19]3[O:23][N:22]=[C:21]([CH3:24])[CH:20]=3)[N:12]=2)[CH:8]=1)[CH3:2]. The catalyst class is: 8. (3) Reactant: CO[C:3](=[O:12])[C:4]1[CH:9]=[CH:8][CH:7]=[CH:6][C:5]=1[CH2:10]Br.[F:13][C:14]([F:27])([F:26])[O:15][C:16]1[CH:17]=[C:18]([CH2:22][CH2:23][CH2:24][NH2:25])[CH:19]=[CH:20][CH:21]=1.C([O-])([O-])=O.[K+].[K+].C(OCC)(=O)C. Product: [F:13][C:14]([F:26])([F:27])[O:15][C:16]1[CH:17]=[C:18]([CH2:22][CH2:23][CH2:24][N:25]2[CH2:10][C:5]3[C:4](=[CH:9][CH:8]=[CH:7][CH:6]=3)[C:3]2=[O:12])[CH:19]=[CH:20][CH:21]=1. The catalyst class is: 345. (4) Reactant: [C:1]1(=O)[CH2:6][CH2:5][CH2:4][CH2:3][CH2:2]1.[CH3:8][O:9][CH2:10][CH2:11][NH2:12].[BH4-].[Na+]. Product: [CH3:8][O:9][CH2:10][CH2:11][NH:12][CH:1]1[CH2:6][CH2:5][CH2:4][CH2:3][CH2:2]1. The catalyst class is: 234. (5) Reactant: [Na].[C:2]1([N:8]2[C:12]([SH:13])=[N:11][N:10]=[N:9]2)[CH:7]=[CH:6][CH:5]=[CH:4][CH:3]=1.I[CH2:15][C@H:16]1[CH2:36][CH2:35][C:18]2([O:22][C@H:21]([C:23]3[CH:28]=[CH:27][CH:26]=[CH:25][CH:24]=3)[C@@H:20]([C:29]3[CH:34]=[CH:33][CH:32]=[CH:31][CH:30]=3)[O:19]2)[CH2:17]1. Product: [C:29]1([C@@H:20]2[C@@H:21]([C:23]3[CH:24]=[CH:25][CH:26]=[CH:27][CH:28]=3)[O:22][C:18]3([CH2:35][CH2:36][C@H:16]([CH2:15][S:13][C:12]4[N:8]([C:2]5[CH:3]=[CH:4][CH:5]=[CH:6][CH:7]=5)[N:9]=[N:10][N:11]=4)[CH2:17]3)[O:19]2)[CH:34]=[CH:33][CH:32]=[CH:31][CH:30]=1. The catalyst class is: 21.